Dataset: Forward reaction prediction with 1.9M reactions from USPTO patents (1976-2016). Task: Predict the product of the given reaction. Given the reactants [CH3:1][NH:2][C@H:3]1[CH2:8][CH2:7][C@H:6]([C:9]#[C:10][CH2:11][OH:12])[CH2:5][CH2:4]1.Br[C:14]1[N:19]=[CH:18][C:17]([Br:20])=[CH:16][N:15]=1.C(N(C(C)C)C(C)C)C, predict the reaction product. The product is: [Br:20][C:17]1[CH:16]=[N:15][C:14]([N:2]([CH3:1])[C@H:3]2[CH2:4][CH2:5][C@H:6]([C:9]#[C:10][CH2:11][OH:12])[CH2:7][CH2:8]2)=[N:19][CH:18]=1.